From a dataset of Full USPTO retrosynthesis dataset with 1.9M reactions from patents (1976-2016). Predict the reactants needed to synthesize the given product. (1) The reactants are: [Cl:1][C:2]1[CH:10]=[CH:9][C:5]([C:6]([OH:8])=O)=[CH:4][CH:3]=1.CN(C(ON1N=NC2C=CC=CC1=2)=[N+](C)C)C.[B-](F)(F)(F)F.CN1CCOCC1.[CH3:40][NH:41][C@@H:42]([CH:49]([CH3:51])[CH3:50])[CH2:43][N:44]1[CH2:48][CH2:47][CH2:46][CH2:45]1.Cl. Given the product [Cl-:1].[Cl:1][C:2]1[CH:3]=[CH:4][C:5]([C:6]([N:41]([C@@H:42]([CH:49]([CH3:51])[CH3:50])[CH2:43][NH+:44]2[CH2:48][CH2:47][CH2:46][CH2:45]2)[CH3:40])=[O:8])=[CH:9][CH:10]=1, predict the reactants needed to synthesize it. (2) Given the product [CH3:14][C:13]1([CH3:15])[C:16]([CH3:18])([CH3:17])[O:11][B:9]([C:6]2[S:5][C:4]([C:1]([OH:3])=[O:2])=[CH:8][CH:7]=2)[O:10]1, predict the reactants needed to synthesize it. The reactants are: [C:1]([C:4]1[S:5][C:6]([B:9]([OH:11])[OH:10])=[CH:7][CH:8]=1)([OH:3])=[O:2].O[C:13]([C:16](O)([CH3:18])[CH3:17])([CH3:15])[CH3:14]. (3) Given the product [CH3:1][N:2]([CH3:38])[CH:3]1[CH2:4][CH2:5][N:6]([CH2:9][C:10]2[S:18][C:17]3[C:16]([N:19]4[CH2:20][CH2:21][O:22][CH2:23][CH2:24]4)=[N:15][C:14]([C:40]4[C:41]5[CH:51]=[CH:50][CH:49]=[CH:48][C:42]=5[S:43][C:44]=4[C:45](=[O:47])[CH3:46])=[N:13][C:12]=3[CH:11]=2)[CH2:7][CH2:8]1, predict the reactants needed to synthesize it. The reactants are: [CH3:1][N:2]([CH3:38])[CH:3]1[CH2:8][CH2:7][N:6]([CH2:9][C:10]2[S:18][C:17]3[C:16]([N:19]4[CH2:24][CH2:23][O:22][CH2:21][CH2:20]4)=[N:15][C:14]([Sn](CCCC)(CCCC)CCCC)=[N:13][C:12]=3[CH:11]=2)[CH2:5][CH2:4]1.Br[C:40]1[C:41]2[CH:51]=[CH:50][CH:49]=[CH:48][C:42]=2[S:43][C:44]=1[C:45](=[O:47])[CH3:46]. (4) Given the product [Cl:1][C:2]1[CH:3]=[CH:4][C:5]([C:28]([F:31])([F:29])[F:30])=[C:6]([CH:27]=1)[CH2:7][N:8]1[CH2:13][CH2:12][NH:11][C:10]2[N:14]=[CH:15][C:16]([C:18]3[CH:26]=[CH:25][C:21]([C:22]([NH:41][CH2:40][C:39]4[CH:38]=[CH:37][C:36]([S:32](=[O:35])(=[O:34])[NH2:33])=[CH:43][CH:42]=4)=[O:24])=[CH:20][CH:19]=3)=[CH:17][C:9]1=2, predict the reactants needed to synthesize it. The reactants are: [Cl:1][C:2]1[CH:3]=[CH:4][C:5]([C:28]([F:31])([F:30])[F:29])=[C:6]([CH:27]=1)[CH2:7][N:8]1[CH2:13][CH2:12][NH:11][C:10]2[N:14]=[CH:15][C:16]([C:18]3[CH:26]=[CH:25][C:21]([C:22]([OH:24])=O)=[CH:20][CH:19]=3)=[CH:17][C:9]1=2.[S:32]([C:36]1[CH:43]=[CH:42][C:39]([CH2:40][NH2:41])=[CH:38][CH:37]=1)(=[O:35])(=[O:34])[NH2:33]. (5) Given the product [CH:28]1([C:32]2[C:39]([CH:40]3[CH2:42][CH2:41]3)=[CH:38][C:35]([CH2:19][N:17]3[CH2:18][C:15]4([CH2:26][C:12]([N:9]5[CH2:10][CH2:11][C:6]([CH3:27])([C:4]([O:3][CH2:1][CH3:2])=[O:5])[CH2:7][CH2:8]5)=[N:13][O:14]4)[CH2:16]3)=[C:34]([O:43][CH:44]([CH3:46])[CH3:45])[CH:33]=2)[CH2:31][CH2:30][CH2:29]1, predict the reactants needed to synthesize it. The reactants are: [CH2:1]([O:3][C:4]([C:6]1([CH3:27])[CH2:11][CH2:10][N:9]([C:12]2[CH2:26][C:15]3([CH2:18][N:17]([C:19](OC(C)(C)C)=O)[CH2:16]3)[O:14][N:13]=2)[CH2:8][CH2:7]1)=[O:5])[CH3:2].[CH:28]1([C:32]2[C:39]([CH:40]3[CH2:42][CH2:41]3)=[CH:38][C:35](C=O)=[C:34]([O:43][CH:44]([CH3:46])[CH3:45])[CH:33]=2)[CH2:31][CH2:30][CH2:29]1. (6) The reactants are: Cl[C:2]1[C:7]([CH2:8][N:9]2[CH:14]=[C:13]3[N:15]=[C:16]([C:18]4[CH:23]=[CH:22][CH:21]=[C:20]([F:24])[C:19]=4[F:25])[N:17]=[C:12]3[CH:11]=[N:10]2)=[CH:6][CH:5]=[C:4]([C:26]2[CH:31]=[CH:30][C:29]([O:32][CH3:33])=[CH:28][C:27]=2[C:34]([F:37])([F:36])[F:35])[N:3]=1.[CH3:38]OB([O-])[O-]. Given the product [F:25][C:19]1[C:20]([F:24])=[CH:21][CH:22]=[CH:23][C:18]=1[C:16]1[N:17]=[C:12]2[CH:11]=[N:10][N:9]([CH2:8][C:7]3[C:2]([CH3:38])=[N:3][C:4]([C:26]4[CH:31]=[CH:30][C:29]([O:32][CH3:33])=[CH:28][C:27]=4[C:34]([F:37])([F:36])[F:35])=[CH:5][CH:6]=3)[CH:14]=[C:13]2[N:15]=1, predict the reactants needed to synthesize it. (7) Given the product [Cl:12][C:9]1[CH:10]=[CH:11][C:6]([NH:5][C:25]([NH:24][C:18]2[CH:23]=[CH:22][CH:21]=[CH:20][CH:19]=2)=[O:26])=[C:7]([OH:17])[C:8]=1[S:13]([NH2:16])(=[O:15])=[O:14], predict the reactants needed to synthesize it. The reactants are: NC(N)=O.[NH2:5][C:6]1[C:7]([OH:17])=[C:8]([S:13]([NH2:16])(=[O:15])=[O:14])[C:9]([Cl:12])=[CH:10][CH:11]=1.[C:18]1([N:24]=[C:25]=[O:26])[CH:23]=[CH:22][CH:21]=[CH:20][CH:19]=1. (8) Given the product [O:16]1[CH:17]=[CH:18][CH:19]=[C:15]1[C:13]1[N:14]=[C:10]([NH:9][C:7](=[O:8])[C:6]2[CH:28]=[CH:29][C:3]([CH2:2][N:30]3[CH2:35][CH2:34][CH2:33][CH2:32][CH2:31]3)=[CH:4][CH:5]=2)[S:11][C:12]=1[C:20]([CH:22]1[CH2:27][CH2:26][O:25][CH2:24][CH2:23]1)=[O:21], predict the reactants needed to synthesize it. The reactants are: Cl[CH2:2][C:3]1[CH:29]=[CH:28][C:6]([C:7]([NH:9][C:10]2[S:11][C:12]([C:20]([CH:22]3[CH2:27][CH2:26][O:25][CH2:24][CH2:23]3)=[O:21])=[C:13]([C:15]3[O:16][CH:17]=[CH:18][CH:19]=3)[N:14]=2)=[O:8])=[CH:5][CH:4]=1.[NH:30]1[CH2:35][CH2:34][CH2:33][CH2:32][CH2:31]1.